Dataset: Full USPTO retrosynthesis dataset with 1.9M reactions from patents (1976-2016). Task: Predict the reactants needed to synthesize the given product. (1) Given the product [CH2:20]1[C:19]2([CH2:30][CH:17]([C:15]3[NH:14][C:10]4=[N:11][CH:12]=[CH:13][C:8]([C:6]5[CH:7]=[C:2]([F:1])[CH:3]=[CH:4][C:5]=5[O:41][CH3:42])=[C:9]4[CH:16]=3)[CH2:18]2)[CH2:22][NH:21]1, predict the reactants needed to synthesize it. The reactants are: [F:1][C:2]1[CH:3]=[CH:4][C:5]([O:41][CH3:42])=[C:6]([C:8]2[CH:13]=[CH:12][N:11]=[C:10]3[N:14](S(C4C=CC(C)=CC=4)(=O)=O)[C:15]([CH:17]4[CH2:30][C:19]5([CH2:22][N:21](C(OC(C)(C)C)=O)[CH2:20]5)[CH2:18]4)=[CH:16][C:9]=23)[CH:7]=1.[OH-].[Na+]. (2) Given the product [F:22][C:16]1[CH:17]=[CH:18][CH:19]=[C:20]([F:21])[C:15]=1[C:12]1[CH:13]=[CH:14][C:9]2[N:10]([C:24]([NH:23][C:26]3[CH:27]=[N:28][CH:29]=[CH:30][C:31]=3[N:32]3[CH2:37][CH2:36][CH:35]([CH3:38])[CH:34]([NH:39][C:40](=[O:46])[O:41][C:42]([CH3:45])([CH3:44])[CH3:43])[CH2:33]3)=[N:5][CH:8]=2)[N:11]=1, predict the reactants needed to synthesize it. The reactants are: P(C)(C)C.[N:5]([CH2:8][C:9]1[N:10]=[N:11][C:12]([C:15]2[C:20]([F:21])=[CH:19][CH:18]=[CH:17][C:16]=2[F:22])=[CH:13][CH:14]=1)=[N+]=[N-].[N:23]([C:26]1[CH:27]=[N:28][CH:29]=[CH:30][C:31]=1[N:32]1[CH2:37][CH2:36][CH:35]([CH3:38])[CH:34]([NH:39][C:40](=[O:46])[O:41][C:42]([CH3:45])([CH3:44])[CH3:43])[CH2:33]1)=[C:24]=S.